Dataset: Full USPTO retrosynthesis dataset with 1.9M reactions from patents (1976-2016). Task: Predict the reactants needed to synthesize the given product. (1) Given the product [NH:4]([C:42]([O:44][C:24]([CH3:26])([CH3:25])[CH3:23])=[O:43])[C@H:5]([C:10]([NH:12][C@H:13]([C:38]([NH2:1])=[O:40])[CH2:14][CH2:15][CH2:16][NH:17][C:18](=[NH:37])[NH:19][S:20]([C:23]1[C:35]([CH3:36])=[C:34]2[C:28]([O:29][C:7]([CH2:9]2)([CH3:8])[CH3:6])=[C:26]([CH3:27])[C:24]=1[CH3:25])(=[O:21])=[O:22])=[O:11])[CH2:6][CH:7]([CH3:9])[CH3:8], predict the reactants needed to synthesize it. The reactants are: [NH3:1].CO.[NH:4]([C:42]([O:44]C(C)(C)C)=[O:43])[C@H:5]([C:10]([NH:12][C@H:13]([C:38]([O:40]C)=O)[CH2:14][CH2:15][CH2:16][NH:17][C:18](=[NH:37])[NH:19][S:20]([C:23]1[C:35]([CH3:36])=[C:34]2[C:28]([O:29]C(C2)(C)C)=[C:26]([CH3:27])[C:24]=1[CH3:25])(=[O:22])=[O:21])=[O:11])[CH2:6][CH:7]([CH3:9])[CH3:8]. (2) Given the product [Cl:1][C:2]1[CH:10]=[CH:9][C:8]([C:11]2[N:12]([C:22]([O:24][C:25]([CH3:28])([CH3:27])[CH3:26])=[O:23])[C:13]3[C:18]([CH:19]=2)=[CH:17][C:16]([CH2:20][NH:30][C:31]2[CH:39]=[CH:38][C:34]([CH2:35][CH2:36][OH:37])=[CH:33][CH:32]=2)=[CH:15][CH:14]=3)=[C:7]2[C:3]=1[CH2:4][NH:5][C:6]2=[O:29], predict the reactants needed to synthesize it. The reactants are: [Cl:1][C:2]1[CH:10]=[CH:9][C:8]([C:11]2[N:12]([C:22]([O:24][C:25]([CH3:28])([CH3:27])[CH3:26])=[O:23])[C:13]3[C:18]([CH:19]=2)=[CH:17][C:16]([CH:20]=O)=[CH:15][CH:14]=3)=[C:7]2[C:3]=1[CH2:4][NH:5][C:6]2=[O:29].[NH2:30][C:31]1[CH:39]=[CH:38][C:34]([CH2:35][CH2:36][OH:37])=[CH:33][CH:32]=1.C(O)(=O)C.C(O[BH-](OC(=O)C)OC(=O)C)(=O)C.[Na+].Cl. (3) Given the product [F:1][C:2]1[CH:7]=[CH:6][C:5]([F:8])=[CH:4][C:3]=1[C@@H:9]1[CH2:13][C@H:12]([F:14])[CH2:11][NH:10]1, predict the reactants needed to synthesize it. The reactants are: [F:1][C:2]1[CH:7]=[CH:6][C:5]([F:8])=[CH:4][C:3]=1[C@@H:9]1[CH2:13][C@H:12]([F:14])[CH2:11][N:10]1C(OC(C)(C)C)=O.C(O)(C(F)(F)F)=O. (4) Given the product [CH3:19][O:18][C:16]([C:15]1[CH:20]=[CH:21][CH:22]=[CH:23][C:14]=1[C:2]#[C:1][C:3]1[N:8]=[CH:7][C:6]([C:9]([O:11][CH3:12])=[O:10])=[CH:5][CH:4]=1)=[O:17], predict the reactants needed to synthesize it. The reactants are: [C:1]([C:3]1[N:8]=[CH:7][C:6]([C:9]([O:11][CH3:12])=[O:10])=[CH:5][CH:4]=1)#[CH:2].I[C:14]1[CH:23]=[CH:22][CH:21]=[CH:20][C:15]=1[C:16]([O:18][CH3:19])=[O:17]. (5) Given the product [C:13]([O:17][C:18](=[O:29])[CH2:19][O:20][C:21]1[CH:26]=[CH:25][C:24]([CH2:27][N:10]2[N:11]=[N:12][C:8]([C:4]3[CH:5]=[CH:6][CH:7]=[C:2]([Br:1])[CH:3]=3)=[N:9]2)=[CH:23][CH:22]=1)([CH3:16])([CH3:15])[CH3:14], predict the reactants needed to synthesize it. The reactants are: [Br:1][C:2]1[CH:3]=[C:4]([C:8]2[N:9]=[N:10][NH:11][N:12]=2)[CH:5]=[CH:6][CH:7]=1.[C:13]([O:17][C:18](=[O:29])[CH2:19][O:20][C:21]1[CH:26]=[CH:25][C:24]([CH2:27]Br)=[CH:23][CH:22]=1)([CH3:16])([CH3:15])[CH3:14]. (6) Given the product [Br:1][C:2]1[C:10]([F:11])=[CH:9][C:5]([C:6]([NH:17][S:14]([CH3:13])(=[O:16])=[O:15])=[O:7])=[C:4]([F:12])[CH:3]=1, predict the reactants needed to synthesize it. The reactants are: [Br:1][C:2]1[C:10]([F:11])=[CH:9][C:5]([C:6](O)=[O:7])=[C:4]([F:12])[CH:3]=1.[CH3:13][S:14]([NH2:17])(=[O:16])=[O:15]. (7) Given the product [OH:9][C:6]([CH3:10])([CH2:7][OH:8])[CH2:5][O:4][C:3]1[CH:11]=[C:12]([OH:15])[CH:13]=[CH:14][C:2]=1[NH:1][C:16](=[O:18])[CH3:17], predict the reactants needed to synthesize it. The reactants are: [NH2:1][C:2]1[CH:14]=[CH:13][C:12]([OH:15])=[CH:11][C:3]=1[O:4][CH2:5][C:6]([CH3:10])([OH:9])[CH2:7][OH:8].[C:16](OC(=O)C)(=[O:18])[CH3:17].